Predict the product of the given reaction. From a dataset of Forward reaction prediction with 1.9M reactions from USPTO patents (1976-2016). (1) Given the reactants [CH2:1]([O:5][C:6]([NH:8][CH:9]([CH2:15][NH:16][C:17]([O:19][CH2:20][CH:21]([CH3:23])[CH3:22])=[O:18])[CH2:10][CH2:11][C:12](O)=[O:13])=[O:7])[CH:2]([CH3:4])[CH3:3].CN1CCOCC1.ClC(OCC(C)C)=O.[BH4-].[Na+], predict the reaction product. The product is: [OH:13][CH2:12][CH2:11][CH2:10][C@H:9]([NH:8][C:6](=[O:7])[O:5][CH2:1][CH:2]([CH3:4])[CH3:3])[CH2:15][NH:16][C:17](=[O:18])[O:19][CH2:20][CH:21]([CH3:22])[CH3:23]. (2) Given the reactants C(O[C:6]([NH:8][C@@H:9]([CH2:13][C:14]1[CH:19]=[CH:18][CH:17]=[CH:16][N:15]=1)[C:10]([O-])=[O:11])=O)(C)(C)C.[H-].[H-].[H-].[H-].[Li+].[Al+3], predict the reaction product. The product is: [CH3:6][NH:8][C@@H:9]([CH2:13][C:14]1[CH:19]=[CH:18][CH:17]=[CH:16][N:15]=1)[CH2:10][OH:11].